This data is from Catalyst prediction with 721,799 reactions and 888 catalyst types from USPTO. The task is: Predict which catalyst facilitates the given reaction. (1) Reactant: [CH3:1][N:2]([CH2:10][CH2:11][CH2:12][NH:13][C:14](=[O:38])[C:15]1[CH:20]=[CH:19][C:18]([NH:21][C:22]2[N:31]=[CH:30][C:29]3[C:24](=[CH:25][CH:26]=[C:27]([C:32]4[CH:37]=[CH:36][N:35]=[CH:34][CH:33]=4)[CH:28]=3)[N:23]=2)=[CH:17][CH:16]=1)C(=O)OC(C)(C)C.Cl. Product: [CH3:1][NH:2][CH2:10][CH2:11][CH2:12][NH:13][C:14](=[O:38])[C:15]1[CH:20]=[CH:19][C:18]([NH:21][C:22]2[N:31]=[CH:30][C:29]3[C:24](=[CH:25][CH:26]=[C:27]([C:32]4[CH:33]=[CH:34][N:35]=[CH:36][CH:37]=4)[CH:28]=3)[N:23]=2)=[CH:17][CH:16]=1. The catalyst class is: 71. (2) Reactant: [Br-].[CH3:2][O:3][CH2:4][P+](C1C=CC=CC=1)(C1C=CC=CC=1)C1C=CC=CC=1.[NH2-].[Na+].[CH3:26][O:27][C:28]1[C:35]([O:36][CH3:37])=[CH:34][CH:33]=[CH:32][C:29]=1[CH:30]=O. Product: [CH3:2][O:3][CH:4]=[CH:30][C:29]1[CH:32]=[CH:33][CH:34]=[C:35]([O:36][CH3:37])[C:28]=1[O:27][CH3:26]. The catalyst class is: 20. (3) Reactant: [CH2:1]([N:8]1[CH2:17][CH2:16][C:15]2[C:14](Cl)=[N:13][CH:12]=[N:11][C:10]=2[CH2:9]1)[C:2]1[CH:7]=[CH:6][CH:5]=[CH:4][CH:3]=1.[C:19]([C:23]1[CH:29]=[CH:28][C:26]([NH2:27])=[CH:25][CH:24]=1)([CH3:22])([CH3:21])[CH3:20].N1C=CC=CC=1.C([O-])(O)=O.[Na+]. Product: [CH2:1]([N:8]1[CH2:17][CH2:16][C:15]2[C:14]([NH:27][C:26]3[CH:28]=[CH:29][C:23]([C:19]([CH3:22])([CH3:21])[CH3:20])=[CH:24][CH:25]=3)=[N:13][CH:12]=[N:11][C:10]=2[CH2:9]1)[C:2]1[CH:7]=[CH:6][CH:5]=[CH:4][CH:3]=1. The catalyst class is: 7. (4) Reactant: [Cl:1][C:2]1[CH:7]=[CH:6][C:5]([C:8]2[CH:13]=[CH:12][C:11]([NH:14][C:15](=[O:26])/[CH:16]=[CH:17]/[C:18]3[CH:23]=[CH:22][C:21]([CH2:24]Cl)=[CH:20][CH:19]=3)=[CH:10][CH:9]=2)=[CH:4][CH:3]=1.C(O)(=O)C.C(O)(=O)C(O)=O.[CH:37]1([CH2:42][NH2:43])[CH2:41][CH2:40][CH2:39][CH2:38]1.C(N(CC)CC)C. Product: [Cl:1][C:2]1[CH:7]=[CH:6][C:5]([C:8]2[CH:13]=[CH:12][C:11]([NH:14][C:15](=[O:26])/[CH:16]=[CH:17]/[C:18]3[CH:19]=[CH:20][C:21]([CH2:24][NH:43][CH2:42][CH:37]4[CH2:41][CH2:40][CH2:39][CH2:38]4)=[CH:22][CH:23]=3)=[CH:10][CH:9]=2)=[CH:4][CH:3]=1. The catalyst class is: 1.